Dataset: Catalyst prediction with 721,799 reactions and 888 catalyst types from USPTO. Task: Predict which catalyst facilitates the given reaction. Reactant: [F:1][C:2]([F:19])([CH2:12][C:13]1[CH:18]=[CH:17][CH:16]=[CH:15][CH:14]=1)[C:3]([N:5]1[CH2:10][CH2:9][CH:8]([NH2:11])[CH2:7][CH2:6]1)=O.B. Product: [F:19][C:2]([F:1])([CH2:12][C:13]1[CH:18]=[CH:17][CH:16]=[CH:15][CH:14]=1)[CH2:3][N:5]1[CH2:10][CH2:9][CH:8]([NH2:11])[CH2:7][CH2:6]1. The catalyst class is: 1.